This data is from Reaction yield outcomes from USPTO patents with 853,638 reactions. The task is: Predict the reaction yield, written as a fraction of the theoretical maximum amount of product (1.0 means a 100% yield; for example, 0.34 means a 34% yield). (1) The reactants are [Cl:1][C:2]1[CH:22]=[CH:21][C:5]([CH2:6][N:7]2[C:15](=[O:16])[C:14]3[N:13]([CH3:17])[C:12]([CH2:18][CH3:19])=[N:11][C:10]=3[NH:9][C:8]2=O)=[CH:4][CH:3]=1.[C:23](=[O:26])([O-])[O-].[Cs+].[Cs+]. No catalyst specified. The product is [Cl:1][C:2]1[CH:22]=[CH:21][C:5]([CH2:6][N:7]2[C:15](=[O:16])[C:14]3[N:13]([CH3:17])[C:12]([CH2:18][CH3:19])=[N:11][C:10]=3[N:9]([CH2:8][CH:2]3[CH2:22][CH2:21][CH2:5][CH2:4][CH2:3]3)[C:23]2=[O:26])=[CH:4][CH:3]=1. The yield is 0.420. (2) The reactants are Br[CH2:2][C:3](=O)[C:4]([CH3:7])([CH3:6])[CH3:5].[CH:9]([NH2:11])=O.C(Cl)Cl.CO.[NH4+:17].[OH-]. No catalyst specified. The product is [C:4]([C:3]1[NH:11][CH:9]=[N:17][CH:2]=1)([CH3:7])([CH3:6])[CH3:5]. The yield is 0.210. (3) The reactants are ON1C2C=CC=CC=2N=N1.[Cl:11][C:12]1[CH:20]=[C:19]([C:21]([NH:23][CH2:24][C:25]2[CH:30]=[CH:29][CH:28]=[C:27]([O:31][CH2:32][O:33][CH3:34])[CH:26]=2)=[O:22])[CH:18]=[CH:17][C:13]=1[C:14]([OH:16])=O.[CH3:35][O:36][C:37](=[O:46])[CH:38]([P:40]([O:44][CH3:45])([O:42][CH3:43])=[O:41])[NH2:39]. The catalyst is CN(C)C=O. The product is [CH3:35][O:36][C:37](=[O:46])[CH:38]([P:40]([O:42][CH3:43])([O:44][CH3:45])=[O:41])[NH:39][C:14](=[O:16])[C:13]1[CH:17]=[CH:18][C:19]([C:21]([NH:23][CH2:24][C:25]2[CH:30]=[CH:29][CH:28]=[C:27]([O:31][CH2:32][O:33][CH3:34])[CH:26]=2)=[O:22])=[CH:20][C:12]=1[Cl:11]. The yield is 0.450.